The task is: Regression/Classification. Given a drug SMILES string, predict its absorption, distribution, metabolism, or excretion properties. Task type varies by dataset: regression for continuous measurements (e.g., permeability, clearance, half-life) or binary classification for categorical outcomes (e.g., BBB penetration, CYP inhibition). For this dataset (solubility_aqsoldb), we predict Y.. This data is from Aqueous solubility values for 9,982 compounds from the AqSolDB database. (1) The molecule is [Ce+3].[F-].[F-].[F-]. The Y is -5.86 log mol/L. (2) The drug is Clc1ccc(-c2c(Cl)ccc(Cl)c2Cl)c(Cl)c1. The Y is -7.43 log mol/L. (3) The compound is CCC1CCC(CCC(=O)O)C1. The Y is -3.29 log mol/L. (4) The drug is CC(C)C[C@H](N)C(=O)N[C@H](CCC(N)=O)C(=O)O. The Y is -1.57 log mol/L. (5) The drug is CCCCCCCCCCCCCCCCO. The Y is -6.77 log mol/L.